Dataset: Full USPTO retrosynthesis dataset with 1.9M reactions from patents (1976-2016). Task: Predict the reactants needed to synthesize the given product. (1) The reactants are: Cl[C:2]1[N:7]=[C:6]([NH:8][CH2:9][CH2:10][CH3:11])[N:5]=[C:4]([NH:12][CH2:13][CH2:14][CH3:15])[N:3]=1.Cl.[NH2:17][OH:18]. Given the product [CH2:13]([NH:12][C:4]1[N:5]=[C:6]([NH:8][CH2:9][CH2:10][CH3:11])[N:7]=[C:2]([NH:17][OH:18])[N:3]=1)[CH2:14][CH3:15], predict the reactants needed to synthesize it. (2) Given the product [C:1]1([C:7]2[NH:19][C:10]3=[C:11]4[C:16](=[CH:17][CH:18]=[C:9]3[C:8]=2[C:20]([OH:24])=[O:21])[CH:15]=[N:14][CH:13]=[CH:12]4)[CH:2]=[CH:3][CH:4]=[CH:5][CH:6]=1, predict the reactants needed to synthesize it. The reactants are: [C:1]1([C:7]2[NH:19][C:10]3=[C:11]4[C:16](=[CH:17][CH:18]=[C:9]3[C:8]=2[CH:20]=[O:21])[CH:15]=[N:14][CH:13]=[CH:12]4)[CH:6]=[CH:5][CH:4]=[CH:3][CH:2]=1.S(=O)(=O)([OH:24])N.P([O-])(O)(O)=O.[Na+].Cl([O-])=O.[Na+]. (3) Given the product [Br:1][C:2]1[S:3][C:4]([CH:7]([OH:8])[C:16]([F:18])([F:17])[F:15])=[CH:5][N:6]=1, predict the reactants needed to synthesize it. The reactants are: [Br:1][C:2]1[S:3][C:4]([CH:7]=[O:8])=[CH:5][N:6]=1.C(=O)([O-])[O-].[K+].[K+].[F:15][C:16]([Si](C)(C)C)([F:18])[F:17]. (4) Given the product [CH3:19][N:18]([CH:17]=[C:12]([C:4]1[N:3]([CH2:1][CH3:2])[C:7]2[CH:8]=[CH:9][CH:10]=[CH:11][C:6]=2[N:5]=1)[C:13]#[N:14])[CH3:20], predict the reactants needed to synthesize it. The reactants are: [CH2:1]([N:3]1[C:7]2[CH:8]=[CH:9][CH:10]=[CH:11][C:6]=2[N:5]=[C:4]1[CH2:12][C:13]#[N:14])[CH3:2].CO[CH:17](OC)[N:18]([CH3:20])[CH3:19]. (5) Given the product [CH:1]1([C:5]2[N:9]3[CH:10]=[CH:11][N:12]=[C:13]([NH2:14])[C:8]3=[C:7]([C:26]3[CH:25]=[C:24]4[C:29]([CH:30]=[CH:31][C:22]([C:17]5[CH:18]=[CH:19][CH:20]=[CH:21][N:16]=5)=[N:23]4)=[CH:28][CH:27]=3)[N:6]=2)[CH2:4][CH2:3][CH2:2]1, predict the reactants needed to synthesize it. The reactants are: [CH:1]1([C:5]2[N:9]3[CH:10]=[CH:11][N:12]=[C:13]([NH2:14])[C:8]3=[C:7](I)[N:6]=2)[CH2:4][CH2:3][CH2:2]1.[N:16]1[CH:21]=[CH:20][CH:19]=[CH:18][C:17]=1[C:22]1[CH:31]=[CH:30][C:29]2[C:24](=[CH:25][C:26](B3OC(C)(C)C(C)(C)C3)=[CH:27][CH:28]=2)[N:23]=1.C([O-])([O-])=O.[Na+].[Na+].O. (6) Given the product [Cl:32][C:33]1[CH:41]=[CH:40][C:36]([C:37]([N:17]2[CH2:18][CH2:19][N:14]([CH:10]3[CH:11]([OH:13])[CH2:12][N:8]([C:6](=[O:7])[C:5]4[CH:21]=[CH:22][C:2]([Cl:1])=[CH:3][CH:4]=4)[CH2:9]3)[C:15](=[O:20])[CH2:16]2)=[O:38])=[CH:35][CH:34]=1, predict the reactants needed to synthesize it. The reactants are: [Cl:1][C:2]1[CH:22]=[CH:21][C:5]([C:6]([N:8]2[CH2:12][CH:11]([OH:13])[CH:10]([N:14]3[CH2:19][CH2:18][NH:17][CH2:16][C:15]3=[O:20])[CH2:9]2)=[O:7])=[CH:4][CH:3]=1.CCN(C(C)C)C(C)C.[Cl:32][C:33]1[CH:41]=[CH:40][C:36]([C:37](Cl)=[O:38])=[CH:35][CH:34]=1.